Dataset: Forward reaction prediction with 1.9M reactions from USPTO patents (1976-2016). Task: Predict the product of the given reaction. (1) Given the reactants [CH3:1][O:2][C:3]([CH:5]1[CH2:9][C:8](=[CH2:10])[CH2:7][N:6]1[C:11]([O:13][C:14]([CH3:17])([CH3:16])[CH3:15])=[O:12])=[O:4].[OH2:18].[OH-].[Na+].OO, predict the reaction product. The product is: [CH3:1][O:2][C:3]([CH:5]1[CH2:9][CH:8]([CH2:10][OH:18])[CH2:7][N:6]1[C:11]([O:13][C:14]([CH3:17])([CH3:16])[CH3:15])=[O:12])=[O:4]. (2) Given the reactants C(O[C:5](=[O:7])[CH3:6])(=O)C.[NH2:8][C:9]1[S:10][C:11]2[CH:17]=[C:16]([S:18][C:19]#[N:20])[CH:15]=[CH:14][C:12]=2[N:13]=1, predict the reaction product. The product is: [C:5]([NH:8][C:9]1[S:10][C:11]2[CH:17]=[C:16]([S:18][C:19]#[N:20])[CH:15]=[CH:14][C:12]=2[N:13]=1)(=[O:7])[CH3:6]. (3) Given the reactants [CH3:1][C:2]1([CH3:14])[C:6]([CH3:8])([CH3:7])[O:5][B:4]([C:9]2[CH:10]=[N:11][NH:12][CH:13]=2)[O:3]1.Cl[CH2:16][CH:17]([CH3:20])[C:18]#[N:19].C(=O)([O-])[O-].[Cs+].[Cs+], predict the reaction product. The product is: [CH3:16][CH:17]([CH2:20][N:12]1[CH:13]=[C:9]([B:4]2[O:5][C:6]([CH3:7])([CH3:8])[C:2]([CH3:14])([CH3:1])[O:3]2)[CH:10]=[N:11]1)[C:18]#[N:19]. (4) Given the reactants [CH2:1]([N:8]1[C:12]2=[CH:13][CH:14]=[C:15]3[C:20]([N:19]=[C:18](Cl)[N:17]=[C:16]3[N:22]3[CH2:27][CH2:26][O:25][CH2:24][CH2:23]3)=[C:11]2[CH:10]=[CH:9]1)[C:2]1[CH:7]=[CH:6][CH:5]=[CH:4][CH:3]=1.[OH:28][C:29]1[CH:30]=[C:31](B(O)O)[CH:32]=[CH:33][CH:34]=1.C([O-])([O-])=O.[Na+].[Na+], predict the reaction product. The product is: [CH2:1]([N:8]1[C:12]2=[CH:13][CH:14]=[C:15]3[C:20]([N:19]=[C:18]([C:33]4[CH:34]=[C:29]([OH:28])[CH:30]=[CH:31][CH:32]=4)[N:17]=[C:16]3[N:22]3[CH2:27][CH2:26][O:25][CH2:24][CH2:23]3)=[C:11]2[CH:10]=[CH:9]1)[C:2]1[CH:7]=[CH:6][CH:5]=[CH:4][CH:3]=1. (5) Given the reactants C(N(CC)CC)C.[CH3:8][N:9]([CH3:13])[C:10](Cl)=[O:11].[CH2:14]([N:16]([CH3:40])[C:17]([C:19]1[CH:23]=[C:22]([C:24]2[CH:29]=[CH:28][C:27]([CH2:30][NH2:31])=[CH:26][N:25]=2)[N:21]([C:32]2[N:33]=[N:34][C:35]([O:38][CH3:39])=[CH:36][CH:37]=2)[N:20]=1)=[O:18])[CH3:15].O, predict the reaction product. The product is: [CH2:14]([N:16]([CH3:40])[C:17]([C:19]1[CH:23]=[C:22]([C:24]2[CH:29]=[CH:28][C:27]([CH2:30][NH:31][C:10]([N:9]([CH3:13])[CH3:8])=[O:11])=[CH:26][N:25]=2)[N:21]([C:32]2[N:33]=[N:34][C:35]([O:38][CH3:39])=[CH:36][CH:37]=2)[N:20]=1)=[O:18])[CH3:15]. (6) Given the reactants Cl[C:2]1[N:7]=[CH:6][N:5]=[C:4]([NH2:8])[CH:3]=1.C(N(C(C)C)CC)(C)C.[F:18][C:19]([F:30])([F:29])[C:20]([NH:22][CH:23]1[CH2:28][CH2:27][CH2:26][NH:25][CH2:24]1)=[O:21], predict the reaction product. The product is: [NH2:8][C:4]1[N:5]=[CH:6][N:7]=[C:2]([N:25]2[CH2:26][CH2:27][CH2:28][CH:23]([NH:22][C:20](=[O:21])[C:19]([F:18])([F:29])[F:30])[CH2:24]2)[CH:3]=1.